Dataset: Full USPTO retrosynthesis dataset with 1.9M reactions from patents (1976-2016). Task: Predict the reactants needed to synthesize the given product. (1) Given the product [C:12]([O:11][C:9](=[O:10])[NH:17][CH2:18][C:19]1[CH:24]=[C:23]([F:25])[CH:22]=[CH:21][C:20]=1[NH2:26])([CH3:13])([CH3:14])[CH3:15], predict the reactants needed to synthesize it. The reactants are: [CH3:13][C:12]([O:11][C:9](O[C:9]([O:11][C:12]([CH3:15])([CH3:14])[CH3:13])=[O:10])=[O:10])([CH3:15])[CH3:14].Cl.[NH2:17][CH2:18][C:19]1[CH:24]=[C:23]([F:25])[CH:22]=[CH:21][C:20]=1[NH2:26].C([O-])(O)=O.[Na+]. (2) The reactants are: [OH:1][N:2]1[CH:6]=[C:5]([I:7])[CH:4]=[N:3]1.[N:8]1([C:14](Cl)=[O:15])[CH2:13][CH2:12][O:11][CH2:10][CH2:9]1. Given the product [I:7][C:5]1[CH:4]=[N:3][N:2]([O:1][C:14]([N:8]2[CH2:13][CH2:12][O:11][CH2:10][CH2:9]2)=[O:15])[CH:6]=1, predict the reactants needed to synthesize it. (3) Given the product [Cl:27][C:16]1[C:15]2[CH2:14][CH2:13][CH2:12][CH2:11][C:10]=2[N:9]=[C:8]([C:6]2[CH:7]=[C:2]([Cl:1])[CH:3]=[CH:4][C:5]=2[F:19])[N:17]=1, predict the reactants needed to synthesize it. The reactants are: [Cl:1][C:2]1[CH:3]=[CH:4][C:5]([F:19])=[C:6]([C:8]2[N:17]=[C:16](O)[C:15]3[CH2:14][CH2:13][CH2:12][CH2:11][C:10]=3[N:9]=2)[CH:7]=1.C([O-])(O)=O.[Na+].O=P(Cl)(Cl)[Cl:27]. (4) The reactants are: [N+:1]([C:4]1[CH:9]=[CH:8][C:7]([N:10]=[C:11]=[O:12])=[CH:6][CH:5]=1)([O-:3])=[O:2].Cl.[Cl:14][CH2:15][CH2:16][CH2:17][NH2:18].C(N(CC)C(C)C)(C)C.O. Given the product [Cl:14][CH2:15][CH2:16][CH2:17][NH:18][C:11]([NH:10][C:7]1[CH:6]=[CH:5][C:4]([N+:1]([O-:3])=[O:2])=[CH:9][CH:8]=1)=[O:12], predict the reactants needed to synthesize it. (5) Given the product [Cl:1][C:2]1[CH:3]=[N:4][CH:5]=[C:6]([Cl:25])[C:7]=1[NH:8][C:9]1[NH:10][C:11]2[C:17]3[CH:18]=[C:19]([CH3:21])[O:20][C:16]=3[C:15]([C:22]([NH:59][CH2:58][C:57]3[CH:60]=[CH:61][C:54]([F:53])=[CH:55][CH:56]=3)=[O:23])=[CH:14][C:12]=2[N:13]=1, predict the reactants needed to synthesize it. The reactants are: [Cl:1][C:2]1[CH:3]=[N:4][CH:5]=[C:6]([Cl:25])[C:7]=1[NH:8][C:9]1[NH:10][C:11]2[C:17]3[CH:18]=[C:19]([CH3:21])[O:20][C:16]=3[C:15]([C:22](O)=[O:23])=[CH:14][C:12]=2[N:13]=1.F[B-](F)(F)F.N1(OC(N(C)C)=[N+](C)C)C2C=CC=CC=2N=N1.C1COCC1.[F:53][C:54]1[CH:61]=[CH:60][C:57]([CH2:58][NH2:59])=[CH:56][CH:55]=1.